This data is from Peptide-MHC class II binding affinity with 134,281 pairs from IEDB. The task is: Regression. Given a peptide amino acid sequence and an MHC pseudo amino acid sequence, predict their binding affinity value. This is MHC class II binding data. (1) The peptide sequence is GELQIVDKGDAAFKI. The MHC is DRB5_0101 with pseudo-sequence DRB5_0101. The binding affinity (normalized) is 0.606. (2) The peptide sequence is DYVRMWVQAATVMSA. The MHC is HLA-DQA10501-DQB10201 with pseudo-sequence HLA-DQA10501-DQB10201. The binding affinity (normalized) is 0.580. (3) The peptide sequence is RQIRMAKLLGRDPEQS. The binding affinity (normalized) is 0.254. The MHC is DRB1_0401 with pseudo-sequence DRB1_0401. (4) The peptide sequence is FDPYGATISATPESA. The MHC is HLA-DQA10201-DQB10202 with pseudo-sequence HLA-DQA10201-DQB10202. The binding affinity (normalized) is 0.155. (5) The peptide sequence is LIGFGLRTLWSPRER. The MHC is HLA-DQA10501-DQB10302 with pseudo-sequence HLA-DQA10501-DQB10302. The binding affinity (normalized) is 0.540. (6) The peptide sequence is GEPKGAAESSSKAAL. The MHC is DRB1_1101 with pseudo-sequence DRB1_1101. The binding affinity (normalized) is 0.307.